From a dataset of Forward reaction prediction with 1.9M reactions from USPTO patents (1976-2016). Predict the product of the given reaction. (1) Given the reactants [Cl:1][C:2]1[CH:7]=[CH:6][C:5]([N:8]2[CH2:12][CH2:11][CH:10]([CH:13](OS(C)(=O)=O)[CH3:14])[CH2:9]2)=[C:4]([N+:20]([O-:22])=[O:21])[CH:3]=1.ClC1C=CC(N2CCC(C(OS(C3C=CC(C)=CC=3)(=O)=O)C)C2)=C([N+]([O-])=O)C=1.[N-:51]=[N+:52]=[N-:53].[Na+], predict the reaction product. The product is: [N:51]([CH:13]([CH:10]1[CH2:11][CH2:12][N:8]([C:5]2[CH:6]=[CH:7][C:2]([Cl:1])=[CH:3][C:4]=2[N+:20]([O-:22])=[O:21])[CH2:9]1)[CH3:14])=[N+:52]=[N-:53]. (2) Given the reactants [NH2:1][C:2]1[CH:7]=[CH:6][N:5]=[CH:4][N:3]=1.[H-].[Na+].[Cl:10][C:11]1[CH:19]=[CH:18][CH:17]=[C:16]([Cl:20])[C:12]=1[C:13](Cl)=[O:14], predict the reaction product. The product is: [Cl:10][C:11]1[CH:19]=[CH:18][CH:17]=[C:16]([Cl:20])[C:12]=1[C:13]([NH:1][C:2]1[CH:7]=[CH:6][N:5]=[CH:4][N:3]=1)=[O:14]. (3) Given the reactants [Cl:1][C:2]1[CH:20]=[C:19]([Cl:21])[CH:18]=[CH:17][C:3]=1[CH2:4][O:5][C:6]1[CH:11]=[CH:10][N:9]=[C:8]2[C:12]([CH3:16])=[C:13]([CH3:15])[NH:14][C:7]=12.[CH3:22][O:23][CH2:24]Br, predict the reaction product. The product is: [ClH:1].[Cl:1][C:2]1[CH:20]=[C:19]([Cl:21])[CH:18]=[CH:17][C:3]=1[CH2:4][O:5][C:6]1[CH:11]=[CH:10][N:9]=[C:8]2[C:12]([CH3:16])=[C:13]([CH3:15])[N:14]([CH2:22][O:23][CH3:24])[C:7]=12. (4) Given the reactants [CH2:1]([O:3][C:4](=[O:14])[CH2:5][C:6]1[CH:11]=[CH:10][C:9]([NH2:12])=[C:8]([I:13])[CH:7]=1)[CH3:2].[C:15]([O:21][CH2:22][CH3:23])(=[O:20])[CH2:16][C:17]([CH3:19])=O, predict the reaction product. The product is: [CH2:22]([O:21][C:15](=[O:20])[CH:16]=[C:17]([NH:12][C:9]1[CH:10]=[CH:11][C:6]([CH2:5][C:4]([O:3][CH2:1][CH3:2])=[O:14])=[CH:7][C:8]=1[I:13])[CH3:19])[CH3:23].